Dataset: Reaction yield outcomes from USPTO patents with 853,638 reactions. Task: Predict the reaction yield, written as a fraction of the theoretical maximum amount of product (1.0 means a 100% yield; for example, 0.34 means a 34% yield). (1) The reactants are C(=O)([O-])[O-].[Na+].[Na+].[I:7][C:8]1[CH:9]=[C:10]2[C:14](=[CH:15][CH:16]=1)[N:13]([C:17]1[CH:18]=[C:19]([CH:23]=[CH:24][CH:25]=1)[C:20]([OH:22])=[O:21])[N:12]=[CH:11]2.Br[CH2:27][CH:28]([CH3:30])[CH3:29]. The catalyst is CN1C(=O)CCC1. The product is [I:7][C:8]1[CH:9]=[C:10]2[C:14](=[CH:15][CH:16]=1)[N:13]([C:17]1[CH:18]=[C:19]([CH:23]=[CH:24][CH:25]=1)[C:20]([O:22][CH2:27][CH:28]([CH3:30])[CH3:29])=[O:21])[N:12]=[CH:11]2. The yield is 0.990. (2) The reactants are [CH:1]([C@H:4]([CH2:8]/[CH:9]=[CH:10]/[CH2:11][C@H:12]([C:16](=O)[C:17]1[CH:22]=[CH:21][C:20]([O:23][CH3:24])=[C:19]([O:25][CH2:26][CH2:27][CH2:28][O:29][CH3:30])[CH:18]=1)[CH:13]([CH3:15])[CH3:14])[C:5]([OH:7])=[O:6])([CH3:3])[CH3:2].C([SiH](CC)CC)C.B(F)(F)F.CCOCC.O. The catalyst is ClCCCl. The product is [CH:1]([C@H:4]([CH2:8]/[CH:9]=[CH:10]/[CH2:11][C@H:12]([CH2:16][C:17]1[CH:22]=[CH:21][C:20]([O:23][CH3:24])=[C:19]([O:25][CH2:26][CH2:27][CH2:28][O:29][CH3:30])[CH:18]=1)[CH:13]([CH3:15])[CH3:14])[C:5]([OH:7])=[O:6])([CH3:2])[CH3:3]. The yield is 0.720. (3) The reactants are [C:1]([C:5]1[CH:9]=[C:8]([NH2:10])[N:7]([C:11]2[CH:16]=[CH:15][CH:14]=[C:13]([CH2:17][N:18]=[N+]=[N-])[CH:12]=2)[N:6]=1)([CH3:4])([CH3:3])[CH3:2].[Cl:21][C:22]1[CH:27]=[CH:26][C:25]([N:28]=[C:29]=[O:30])=[CH:24][CH:23]=1.N1C=CC=CC=1.O. The catalyst is C1COCC1. The product is [C:1]([C:5]1[CH:9]=[C:8]([NH:10][C:29]([NH:28][C:25]2[CH:26]=[CH:27][C:22]([Cl:21])=[CH:23][CH:24]=2)=[O:30])[N:7]([C:11]2[CH:16]=[CH:15][CH:14]=[C:13]([CH2:17][NH2:18])[CH:12]=2)[N:6]=1)([CH3:4])([CH3:3])[CH3:2]. The yield is 0.970. (4) The reactants are [Cl:1][C:2]1[CH:7]=[CH:6][C:5]([C:8]2[C:9](=[O:22])[N:10]([CH2:18][C:19](O)=[O:20])[C:11]3([CH2:17][CH2:16][O:15][CH2:14][CH2:13]3)[N:12]=2)=[CH:4][CH:3]=1.[F:23][C:24]1[CH:25]=[C:26]([CH:28]=[CH:29][C:30]=1[F:31])[NH2:27].CN(C(ON1N=NC2C=CC=NC1=2)=[N+](C)C)C.F[P-](F)(F)(F)(F)F.C(=O)(O)[O-].[Na+]. The catalyst is C(Cl)Cl. The product is [Cl:1][C:2]1[CH:7]=[CH:6][C:5]([C:8]2[C:9](=[O:22])[N:10]([CH2:18][C:19]([NH:27][C:26]3[CH:28]=[CH:29][C:30]([F:31])=[C:24]([F:23])[CH:25]=3)=[O:20])[C:11]3([CH2:13][CH2:14][O:15][CH2:16][CH2:17]3)[N:12]=2)=[CH:4][CH:3]=1. The yield is 0.320. (5) The reactants are [C:1]([O:5][C:6]([N:8]([CH2:17][CH2:18][C:19]([OH:21])=O)[CH2:9][CH2:10][CH:11]1[CH2:16][CH2:15][CH2:14][CH2:13][CH2:12]1)=[O:7])([CH3:4])([CH3:3])[CH3:2].C[N:23]1CCOCC1.ClC(OCC(C)C)=O.N. The catalyst is O1CCCC1.C(Cl)(Cl)Cl. The product is [C:1]([O:5][C:6]([N:8]([CH2:17][CH2:18][C:19]([NH2:23])=[O:21])[CH2:9][CH2:10][CH:11]1[CH2:16][CH2:15][CH2:14][CH2:13][CH2:12]1)=[O:7])([CH3:4])([CH3:3])[CH3:2]. The yield is 0.580.